The task is: Binary Classification. Given a drug SMILES string, predict its activity (active/inactive) in a high-throughput screening assay against a specified biological target.. This data is from Tyrosyl-DNA phosphodiesterase HTS with 341,365 compounds. (1) The molecule is O=C(N1CC(N2CCN(CC2)c2ccccc2)CCC1)c1ncccc1. The result is 0 (inactive). (2) The compound is Brc1oc(C(=O)Nc2ccc(C(=O)N3CCN(CC3)c3c(cccc3)C#N)cc2)cc1. The result is 0 (inactive). (3) The compound is Fc1c(CN2c3c(S(=O)c4c(C2=O)cccc4)ccc(c3)C(=O)NCCc2cc(OC)c(OC)cc2)cccc1. The result is 0 (inactive).